From a dataset of Retrosynthesis with 50K atom-mapped reactions and 10 reaction types from USPTO. Predict the reactants needed to synthesize the given product. (1) The reactants are: Cc1ccc(C(=O)Cl)cc1.Cc1ccc2nc(N)sc2c1. Given the product Cc1ccc(C(=O)Nc2nc3ccc(C)cc3s2)cc1, predict the reactants needed to synthesize it. (2) Given the product CN(CCc1ccc(F)cc1)C(=O)c1cc(Br)cs1, predict the reactants needed to synthesize it. The reactants are: CNCCc1ccc(F)cc1.O=C(O)c1cc(Br)cs1. (3) Given the product CCCCCCCCCCCCCCCCCCOCC(O)COP(=O)([O-])OCCCCCCCCCC[N+](C)(C)C, predict the reactants needed to synthesize it. The reactants are: CCCCCCCCCCCCCCCCCCOCC(COP(=O)([O-])OCCCCCCCCCC[N+](C)(C)C)OCc1ccccc1. (4) Given the product CCOC(=O)CCCC1Cc2ccccc2N(CCCN(C)C)c2ccccc21, predict the reactants needed to synthesize it. The reactants are: CCOC(=O)CCCC1C(=O)c2ccccc2N(CCCN(C)C)c2ccccc21. (5) Given the product Nc1cc(-c2cccc(O)c2)ccc1Cl, predict the reactants needed to synthesize it. The reactants are: CC(C)(C)OC(=O)Nc1cc(-c2cccc(O)c2)ccc1Cl. (6) Given the product CC(C)(C)OC(=O)N1CCC2(CCN(Cc3ccccc3Oc3ccccc3)CC2)CC1, predict the reactants needed to synthesize it. The reactants are: CC(C)(C)OC(=O)N1CCC2(CCNCC2)CC1.O=Cc1ccccc1Oc1ccccc1. (7) Given the product CCNc1ccc(N)cc1C(=O)Nc1c(C)cc(C(F)(C(F)(F)F)C(F)(F)F)cc1C, predict the reactants needed to synthesize it. The reactants are: CCNc1ccc([N+](=O)[O-])cc1C(=O)Nc1c(C)cc(C(F)(C(F)(F)F)C(F)(F)F)cc1C.